From a dataset of Forward reaction prediction with 1.9M reactions from USPTO patents (1976-2016). Predict the product of the given reaction. (1) Given the reactants CCN(CC)CC.[C:8]1([CH3:18])[CH:13]=[CH:12][C:11]([S:14](Cl)(=[O:16])=[O:15])=[CH:10][CH:9]=1.[C:19]([O:23][C:24]([N:26]1[CH2:29][CH2:28][C@H:27]1[CH2:30][O:31][C:32]1[CH:33]=[C:34]([C@@H:38]2[CH2:40][C@H:39]2[CH2:41][CH2:42][OH:43])[CH:35]=[N:36][CH:37]=1)=[O:25])([CH3:22])([CH3:21])[CH3:20], predict the reaction product. The product is: [C:8]1([CH3:18])[CH:13]=[CH:12][C:11]([S:14]([O:43][CH2:42][CH2:41][C@@H:39]2[CH2:40][C@H:38]2[C:34]2[CH:35]=[N:36][CH:37]=[C:32]([O:31][CH2:30][C@@H:27]3[CH2:28][CH2:29][N:26]3[C:24]([O:23][C:19]([CH3:22])([CH3:21])[CH3:20])=[O:25])[CH:33]=2)(=[O:16])=[O:15])=[CH:10][CH:9]=1. (2) Given the reactants C([Li])CCC.[CH2:6]([N:13]1[CH2:18][CH2:17][CH:16]([N:19]([CH2:27][C:28]2[N:29]=[CH:30][N:31]([CH2:33][O:34][CH2:35][CH2:36][Si:37]([CH3:40])([CH3:39])[CH3:38])[CH:32]=2)[C:20](=[O:26])[O:21][C:22]([CH3:25])([CH3:24])[CH3:23])[CH2:15][CH2:14]1)[C:7]1[CH:12]=[CH:11][CH:10]=[CH:9][CH:8]=1.CN([CH:44]=[O:45])C.[Cl-].[NH4+], predict the reaction product. The product is: [CH2:6]([N:13]1[CH2:18][CH2:17][CH:16]([N:19]([CH2:27][C:28]2[N:29]=[C:30]([CH:44]=[O:45])[N:31]([CH2:33][O:34][CH2:35][CH2:36][Si:37]([CH3:40])([CH3:39])[CH3:38])[CH:32]=2)[C:20](=[O:26])[O:21][C:22]([CH3:25])([CH3:24])[CH3:23])[CH2:15][CH2:14]1)[C:7]1[CH:8]=[CH:9][CH:10]=[CH:11][CH:12]=1.